This data is from Peptide-MHC class I binding affinity with 185,985 pairs from IEDB/IMGT. The task is: Regression. Given a peptide amino acid sequence and an MHC pseudo amino acid sequence, predict their binding affinity value. This is MHC class I binding data. (1) The peptide sequence is IPQSRDSWWTSL. The MHC is H-2-Ld with pseudo-sequence H-2-Ld. The binding affinity (normalized) is 0.569. (2) The peptide sequence is NIKPSKENR. The MHC is HLA-A68:01 with pseudo-sequence HLA-A68:01. The binding affinity (normalized) is 0.782. (3) The peptide sequence is VSPLAVTW. The MHC is Mamu-A01 with pseudo-sequence Mamu-A01. The binding affinity (normalized) is 0.694.